Dataset: Forward reaction prediction with 1.9M reactions from USPTO patents (1976-2016). Task: Predict the product of the given reaction. The product is: [OH:44][CH2:43][CH2:42][C:37]1([NH:36][CH:19]=[C:3]([C:2](=[O:1])[C:9]2[CH:14]=[C:13]([F:15])[C:12]([F:16])=[C:11]([F:17])[C:10]=2[F:18])[C:4]([O:6][CH2:7][CH3:8])=[O:5])[CH2:41][CH2:40][CH2:39][CH2:38]1. Given the reactants [O:1]=[C:2]([C:9]1[CH:14]=[C:13]([F:15])[C:12]([F:16])=[C:11]([F:17])[C:10]=1[F:18])[CH2:3][C:4]([O:6][CH2:7][CH3:8])=[O:5].[CH3:19]C(OC(C)=O)=O.C(OCC)(OCC)OCC.[NH2:36][C:37]1([CH2:42][CH2:43][OH:44])[CH2:41][CH2:40][CH2:39][CH2:38]1, predict the reaction product.